From a dataset of Reaction yield outcomes from USPTO patents with 853,638 reactions. Predict the reaction yield, written as a fraction of the theoretical maximum amount of product (1.0 means a 100% yield; for example, 0.34 means a 34% yield). (1) The reactants are [NH2:1][C:2]1[CH:10]=[CH:9][C:5]([C:6]([OH:8])=[O:7])=[CH:4][CH:3]=1.[NH2:11][C:12]1[N:17]=[C:16]([CH3:18])[CH:15]=[C:14]([Cl:19])[N:13]=1.Cl. The catalyst is C(OCCO)C. The product is [ClH:19].[NH2:11][C:12]1[N:13]=[C:14]([NH:1][C:2]2[CH:10]=[CH:9][C:5]([C:6]([OH:8])=[O:7])=[CH:4][CH:3]=2)[CH:15]=[C:16]([CH3:18])[N:17]=1. The yield is 0.950. (2) The reactants are [CH2:1]([O:3][C:4]([C:6]1[N:7]=[C:8]([NH:11][C:12](=[O:32])[CH:13]([C:20]2[CH:25]=[CH:24][C:23]([C:26]3[CH:31]=[CH:30][CH:29]=[CH:28][CH:27]=3)=[CH:22][CH:21]=2)[CH2:14][CH:15]2[CH2:19][CH2:18][CH2:17][CH2:16]2)[S:9][CH:10]=1)=[O:5])C. The catalyst is CO.S(=O)(=O)(O)O. The product is [CH3:1][O:3][C:4]([C:6]1[N:7]=[C:8]([NH:11][C:12](=[O:32])[CH:13]([C:20]2[CH:21]=[CH:22][C:23]([C:26]3[CH:27]=[CH:28][CH:29]=[CH:30][CH:31]=3)=[CH:24][CH:25]=2)[CH2:14][CH:15]2[CH2:19][CH2:18][CH2:17][CH2:16]2)[S:9][CH:10]=1)=[O:5]. The yield is 0.410. (3) The catalyst is O1CCCC1. The reactants are Br[C:2]1[CH:22]=[C:21]([CH3:23])[CH:20]=[CH:19][C:3]=1[O:4][C:5]1[C:14]2[C:9](=[CH:10][C:11]([O:17][CH3:18])=[C:12]([O:15][CH3:16])[CH:13]=2)[N:8]=[CH:7][CH:6]=1.C([Li])CCC.CCCCCC.[CH:35]1([C:40](Cl)=[O:41])[CH2:39][CH2:38][CH2:37][CH2:36]1.O. The yield is 0.130. The product is [CH:35]1([C:40]([C:2]2[CH:22]=[C:21]([CH3:23])[CH:20]=[CH:19][C:3]=2[O:4][C:5]2[C:14]3[C:9](=[CH:10][C:11]([O:17][CH3:18])=[C:12]([O:15][CH3:16])[CH:13]=3)[N:8]=[CH:7][CH:6]=2)=[O:41])[CH2:39][CH2:38][CH2:37][CH2:36]1. (4) The yield is 0.940. The catalyst is CO. The reactants are C([O:3][C:4](=[O:27])[CH:5]([CH:11]([C:21]1[CH:26]=[CH:25][CH:24]=[CH:23][CH:22]=1)[C:12]1[C:20]2[C:15](=[CH:16][N:17]=[CH:18][CH:19]=2)[NH:14][CH:13]=1)C(OCC)=O)C.[OH-].[Na+]. The product is [C:21]1([CH:11]([C:12]2[C:20]3[C:15](=[CH:16][N:17]=[CH:18][CH:19]=3)[NH:14][CH:13]=2)[CH2:5][C:4]([OH:27])=[O:3])[CH:26]=[CH:25][CH:24]=[CH:23][CH:22]=1. (5) The reactants are [CH2:1]([C:3]1[CH:8]=[C:7]([C:9]([F:12])([F:11])[F:10])[N:6]=[C:5]([C@H:13]([NH:15][S@:16]([C:18]([CH3:21])([CH3:20])[CH3:19])=[O:17])[CH3:14])[CH:4]=1)[CH3:2].[Li+].[CH3:23][Si]([N-][Si](C)(C)C)(C)C.CI. The catalyst is C1COCC1. The product is [CH2:1]([C:3]1[CH:8]=[C:7]([C:9]([F:12])([F:10])[F:11])[N:6]=[C:5]([C@H:13]([N:15]([CH3:23])[S@:16]([C:18]([CH3:19])([CH3:21])[CH3:20])=[O:17])[CH3:14])[CH:4]=1)[CH3:2]. The yield is 0.870.